This data is from Reaction yield outcomes from USPTO patents with 853,638 reactions. The task is: Predict the reaction yield, written as a fraction of the theoretical maximum amount of product (1.0 means a 100% yield; for example, 0.34 means a 34% yield). (1) The reactants are N[C:2]1[S:3][C:4]2[C:9]([NH:10][C@H:11]([CH2:14][CH2:15][CH3:16])[CH2:12][OH:13])=[N:8][C:7]([SH:17])=[N:6][C:5]=2[N:18]=1.[ClH:19].N([O-])=O.[Na+]. The catalyst is C(#N)C.O. The product is [Cl:19][C:2]1[S:3][C:4]2[C:9]([NH:10][C@H:11]([CH2:14][CH2:15][CH3:16])[CH2:12][OH:13])=[N:8][C:7]([S:17][S:17][C:7]3[N:8]=[C:9]([NH:10][C@@H:11]([CH2:12][OH:13])[CH2:14][CH2:15][CH3:16])[C:4]4[S:3][C:2]([Cl:19])=[N:18][C:5]=4[N:6]=3)=[N:6][C:5]=2[N:18]=1. The yield is 0.780. (2) The reactants are NC1C=CC([C:8]2[C:13]([S:14]([NH2:17])(=[O:16])=[O:15])=[CH:12][CH:11]=[C:10]([NH2:18])[CH:9]=2)=CC=1.[Cl:19][C:20]1[CH:25]=[CH:24][C:23]([N:26]=[C:27]=[O:28])=[CH:22][CH:21]=1.[K+].[Br-].NC(N)=O. No catalyst specified. The product is [CH:11]1[C:10]([NH:18][C:27]([NH:26][C:23]2[CH:22]=[CH:21][C:20]([Cl:19])=[CH:25][CH:24]=2)=[O:28])=[CH:9][CH:8]=[C:13]([S:14]([NH2:17])(=[O:15])=[O:16])[CH:12]=1. The yield is 0.894. (3) The reactants are O1CCCC1.[C:6]([C:8]1[CH:9]=[CH:10][C:11]([NH2:14])=[N:12][CH:13]=1)#[CH:7].[O:15]([C:22]1[CH:27]=[CH:26][C:25]([CH2:28][C:29](Cl)=[N:30][OH:31])=[CH:24][N:23]=1)[C:16]1[CH:21]=[CH:20][CH:19]=[CH:18][CH:17]=1.C(N(CC)CC)C. The catalyst is O. The product is [O:15]([C:22]1[N:23]=[CH:24][C:25]([CH2:28][C:29]2[CH:7]=[C:6]([C:8]3[CH:9]=[CH:10][C:11]([NH2:14])=[N:12][CH:13]=3)[O:31][N:30]=2)=[CH:26][CH:27]=1)[C:16]1[CH:17]=[CH:18][CH:19]=[CH:20][CH:21]=1. The yield is 0.300. (4) The reactants are [CH3:1][CH2:2][O:3][CH2:4][C:5](Cl)=[O:6].[Cl:8][C:9]1[CH:18]=[CH:17][C:12]([C:13]([NH:15][NH2:16])=[O:14])=[CH:11][N:10]=1.CN1CCOCC1. The catalyst is ClCCl. The product is [CH2:2]([O:3][CH2:4][C:5]([NH:16][NH:15][C:13](=[O:14])[C:12]1[CH:17]=[CH:18][C:9]([Cl:8])=[N:10][CH:11]=1)=[O:6])[CH3:1]. The yield is 0.830.